From a dataset of Forward reaction prediction with 1.9M reactions from USPTO patents (1976-2016). Predict the product of the given reaction. (1) Given the reactants Br[C:2]1[S:6][C:5]([C:7]2[N:11]3[N:12]=[C:13]([CH3:21])[CH:14]=[C:15]([CH:16]([CH2:19][CH3:20])[CH2:17][CH3:18])[C:10]3=[N:9][C:8]=2[CH3:22])=[C:4]([Cl:23])[CH:3]=1.C1COCC1.Br[C:30]1[N:31]=[CH:32][S:33][CH:34]=1, predict the reaction product. The product is: [Cl:23][C:4]1[CH:3]=[C:2]([C:30]2[N:31]=[CH:32][S:33][CH:34]=2)[S:6][C:5]=1[C:7]1[N:11]2[N:12]=[C:13]([CH3:21])[CH:14]=[C:15]([CH:16]([CH2:19][CH3:20])[CH2:17][CH3:18])[C:10]2=[N:9][C:8]=1[CH3:22]. (2) Given the reactants [CH3:1]C([O-])(C)C.[K+].[C:7]([O:10][C@@H:11]1[C@@H:19]([C@@:20]2([CH3:47])[CH2:25][CH2:24][C@H:23]([O:26][Si:27]([C:40]([CH3:43])([CH3:42])[CH3:41])([C:34]3[CH:39]=[CH:38][CH:37]=[CH:36][CH:35]=3)[C:28]3[CH:33]=[CH:32][CH:31]=[CH:30][CH:29]=3)[CH2:22][C@@H:21]2[CH2:44][CH2:45][OH:46])[CH2:18][CH2:17][C@@:16]2([CH3:48])[C@H:12]1[CH2:13][CH2:14][C:15]2=O)(=[O:9])[CH3:8].C([O-])(O)=O.[Na+], predict the reaction product. The product is: [C:7]([O:10][C@@H:11]1[C@@H:19]([C@@:20]2([CH3:47])[CH2:25][CH2:24][C@H:23]([O:26][Si:27]([C:40]([CH3:43])([CH3:42])[CH3:41])([C:34]3[CH:39]=[CH:38][CH:37]=[CH:36][CH:35]=3)[C:28]3[CH:29]=[CH:30][CH:31]=[CH:32][CH:33]=3)[CH2:22][C@@H:21]2[CH2:44][CH2:45][OH:46])[CH2:18][CH2:17][C@@:16]2([CH3:48])[C@H:12]1[CH2:13][CH2:14][C:15]2=[CH2:1])(=[O:9])[CH3:8]. (3) Given the reactants [Cl:1][C:2]1[CH:7]=[C:6]([NH:8][S:9]([C:12]2[CH:17]=[CH:16][CH:15]=[CH:14][CH:13]=2)(=[O:11])=[O:10])[CH:5]=[C:4]([Cl:18])[C:3]=1[NH:19][C:20]([CH2:22][C:23]1[CH:30]=[CH:29][C:26]([C:27]#[N:28])=[CH:25][CH:24]=1)=[O:21].Cl.C(=O)([O-])[O-].[NH4+:36].[NH4+].ClCl, predict the reaction product. The product is: [Cl:18][C:4]1[CH:5]=[C:6]([NH:8][S:9]([C:12]2[CH:13]=[CH:14][CH:15]=[CH:16][CH:17]=2)(=[O:10])=[O:11])[CH:7]=[C:2]([Cl:1])[C:3]=1[NH:19][C:20]([CH2:22][C:23]1[CH:24]=[CH:25][C:26]([C:27]([NH2:36])=[NH:28])=[CH:29][CH:30]=1)=[O:21]. (4) Given the reactants [OH:1][C:2]1[CH:9]=[CH:8][CH:7]=[CH:6][C:3]=1[CH:4]=O.[CH3:10][C:11]1[N:12]([C:17]2[N:22]=[CH:21][C:20]([C:23](=[O:25])[CH3:24])=[CH:19][CH:18]=2)[C:13]([CH3:16])=[CH:14][CH:15]=1.Cl, predict the reaction product. The product is: [CH3:10][C:11]1[N:12]([C:17]2[N:22]=[CH:21][C:20]([C:23](=[O:25])/[CH:24]=[CH:4]/[C:3]3[CH:6]=[CH:7][CH:8]=[CH:9][C:2]=3[OH:1])=[CH:19][CH:18]=2)[C:13]([CH3:16])=[CH:14][CH:15]=1. (5) Given the reactants N1C=CC=CC=1C=C[C:9](O)=[O:10].[CH:12]1[CH:13]=[CH:14][C:15]2N(O)N=[N:18][C:16]=2[CH:17]=1.[CH2:22](Cl)CCl.Cl.Cl.[NH2:28][CH2:29][CH2:30][CH2:31][CH2:32][CH2:33][CH2:34][NH:35][C:36]([CH:38]1[CH2:43][CH2:42][CH2:41][N:40]([CH:44]([C:51]2[CH:56]=[CH:55][CH:54]=[CH:53][CH:52]=2)[C:45]2[CH:50]=[CH:49][CH:48]=[CH:47][CH:46]=2)[CH2:39]1)=[O:37], predict the reaction product. The product is: [C:45]1([CH:44]([C:51]2[CH:56]=[CH:55][CH:54]=[CH:53][CH:52]=2)[N:40]2[CH2:41][CH2:42][CH2:43][CH:38]([C:36]([NH:35][CH2:34][CH2:33][CH2:32][CH2:31][CH2:30][CH2:29][NH:28][C:9](=[O:10])[CH:15]=[CH:14][C:13]3[CH:22]=[N:18][CH:16]=[CH:17][CH:12]=3)=[O:37])[CH2:39]2)[CH:50]=[CH:49][CH:48]=[CH:47][CH:46]=1.